The task is: Binary Classification. Given a drug SMILES string, predict its activity (active/inactive) in a high-throughput screening assay against a specified biological target.. This data is from Cav3 T-type calcium channel HTS with 100,875 compounds. (1) The molecule is S(=O)(=O)(N(CC(=O)NC1CC1)C)c1ccc(OC)cc1. The result is 0 (inactive). (2) The compound is S1c2c(N(c3c1cccc3)C(=O)CSc1scnn1)cccc2. The result is 0 (inactive).